From a dataset of Catalyst prediction with 721,799 reactions and 888 catalyst types from USPTO. Predict which catalyst facilitates the given reaction. (1) Reactant: [F:1][C:2]1[C:11]([F:12])=[C:10]2[C:5]([CH:6]=[CH:7][CH:8]([CH2:13][CH2:14][CH3:15])[O:9]2)=[C:4]2[CH:16]=[C:17]([CH3:19])[O:18][C:3]=12. Product: [F:1][C:2]1[C:11]([F:12])=[C:10]2[C:5]([CH2:6][CH2:7][CH:8]([CH2:13][CH2:14][CH3:15])[O:9]2)=[C:4]2[CH:16]=[C:17]([CH3:19])[O:18][C:3]=12. The catalyst class is: 787. (2) The catalyst class is: 17. Product: [S:1]([NH:36][C:35]1[CH:37]=[C:38]([N:40]2[C:44](=[O:45])[C:43]([CH3:46])=[CH:42][C:41]2=[O:47])[CH:39]=[C:33]([N:30]2[C:31](=[O:32])[C:26]([CH3:25])=[CH:27][C:28]2=[O:29])[CH:34]=1)([C:4]1[C:16]2[CH:15]=[CH:14][CH:13]=[C:9]([N:10]([CH3:12])[CH3:11])[C:8]=2[CH:7]=[CH:6][CH:5]=1)(=[O:3])=[O:2]. Reactant: [S:1](Cl)([C:4]1[C:16]2[CH:15]=[CH:14][CH:13]=[C:9]([N:10]([CH3:12])[CH3:11])[C:8]=2[CH:7]=[CH:6][CH:5]=1)(=[O:3])=[O:2].FC(F)(F)C([O-])=O.[CH3:25][C:26]1[C:31](=[O:32])[N:30]([C:33]2[CH:34]=[C:35]([CH:37]=[C:38]([N:40]3[C:44](=[O:45])[C:43]([CH3:46])=[CH:42][C:41]3=[O:47])[CH:39]=2)[NH3+:36])[C:28](=[O:29])[CH:27]=1. (3) Reactant: Cl.[CH3:2][C:3]1([CH2:9][CH2:10][NH:11][C:12](=[O:24])[O:13][CH2:14][C:15]2[O:19][N:18]=[C:17]([C:20](=[O:23])[NH:21][CH3:22])[CH:16]=2)[CH2:8][CH2:7][NH:6][CH2:5][CH2:4]1.Cl[C:26]1[N:31]=[C:30]([C:32]([F:35])([F:34])[F:33])[CH:29]=[CH:28][N:27]=1.C(N(CC)C(C)C)(C)C. Product: [CH3:2][C:3]1([CH2:9][CH2:10][NH:11][C:12](=[O:24])[O:13][CH2:14][C:15]2[O:19][N:18]=[C:17]([C:20](=[O:23])[NH:21][CH3:22])[CH:16]=2)[CH2:4][CH2:5][N:6]([C:26]2[N:31]=[C:30]([C:32]([F:35])([F:34])[F:33])[CH:29]=[CH:28][N:27]=2)[CH2:7][CH2:8]1. The catalyst class is: 10.